Task: Regression/Classification. Given a drug SMILES string, predict its absorption, distribution, metabolism, or excretion properties. Task type varies by dataset: regression for continuous measurements (e.g., permeability, clearance, half-life) or binary classification for categorical outcomes (e.g., BBB penetration, CYP inhibition). Dataset: cyp2c19_veith.. Dataset: CYP2C19 inhibition data for predicting drug metabolism from PubChem BioAssay (1) The compound is Cc1nnc(S(=O)(=O)c2ccc(N=Nc3c(N)nc(N)nc3N)cc2)s1. The result is 0 (non-inhibitor). (2) The molecule is COc1ccc(Sc2ccc(NC(=O)c3ccccc3Cl)cc2C#N)cc1. The result is 1 (inhibitor). (3) The compound is CCOc1ccc(N=C2NC(=O)C(CC(=O)O)S2)cc1. The result is 0 (non-inhibitor).